Dataset: Catalyst prediction with 721,799 reactions and 888 catalyst types from USPTO. Task: Predict which catalyst facilitates the given reaction. Reactant: Cl[C:2]1[N:11]=[C:10]2[C:5]([C:6](=[O:21])[C:7]([C:16]([O:18][CH2:19][CH3:20])=[O:17])=[CH:8][N:9]2[CH2:12][CH2:13][C:14]#[N:15])=[CH:4][C:3]=1[F:22].[NH:23]1[CH2:28][CH2:27][CH:26]([NH:29][C:30](=[O:36])[O:31][C:32]([CH3:35])([CH3:34])[CH3:33])[CH2:25][CH2:24]1. Product: [C:32]([O:31][C:30]([NH:29][CH:26]1[CH2:25][CH2:24][N:23]([C:2]2[N:11]=[C:10]3[C:5]([C:6](=[O:21])[C:7]([C:16]([O:18][CH2:19][CH3:20])=[O:17])=[CH:8][N:9]3[CH2:12][CH2:13][C:14]#[N:15])=[CH:4][C:3]=2[F:22])[CH2:28][CH2:27]1)=[O:36])([CH3:35])([CH3:33])[CH3:34]. The catalyst class is: 4.